From a dataset of Forward reaction prediction with 1.9M reactions from USPTO patents (1976-2016). Predict the product of the given reaction. (1) Given the reactants C(OC(=O)[NH:7][CH:8]([CH:20]([OH:22])[CH3:21])[C:9](=[O:19])[N:10]1[CH2:18][CH2:17][CH2:16][C:11]21[C:14](=[O:15])[NH:13][CH2:12]2)(C)(C)C.O1CCOCC1.Cl, predict the reaction product. The product is: [NH2:7][CH:8]([CH:20]([OH:22])[CH3:21])[C:9]([N:10]1[CH2:18][CH2:17][CH2:16][C:11]21[C:14](=[O:15])[NH:13][CH2:12]2)=[O:19]. (2) Given the reactants [F:1][C:2]1[C:7]([C:8]([OH:10])=[O:9])=[C:6]([C:11]([F:14])([F:13])[F:12])[CH:5]=[CH:4][N:3]=1.[C:15]([O-])([O-])=O.[K+].[K+].CI, predict the reaction product. The product is: [F:1][C:2]1[C:7]([C:8]([O:10][CH3:15])=[O:9])=[C:6]([C:11]([F:12])([F:13])[F:14])[CH:5]=[CH:4][N:3]=1. (3) Given the reactants [OH:1][C:2]1[CH:3]=[C:4]2[C:9](=[CH:10][CH:11]=1)[C:8]([C:12]([OH:14])=O)=[CH:7][CH:6]=[CH:5]2.[CH3:15][NH2:16].C1COCC1, predict the reaction product. The product is: [OH:1][C:2]1[CH:3]=[C:4]2[C:9](=[CH:10][CH:11]=1)[C:8]([C:12]([NH:16][CH3:15])=[O:14])=[CH:7][CH:6]=[CH:5]2.